From a dataset of Forward reaction prediction with 1.9M reactions from USPTO patents (1976-2016). Predict the product of the given reaction. (1) Given the reactants [Cl:1][C:2]1[CH:7]=[CH:6][CH:5]=[C:4]([Cl:8])[C:3]=1[NH:9][C:10]1[CH:15]=[CH:14][CH:13]=[CH:12][C:11]=1[CH2:16][C:17]([O:19][C:20]1[CH:25]=[CH:24][C:23]([C:26](=O)[NH2:27])=[CH:22][CH:21]=1)=[O:18].COC1C=CC(P2(SP(C3C=CC(OC)=CC=3)(=S)S2)=[S:38])=CC=1, predict the reaction product. The product is: [C:26]([C:23]1[CH:24]=[CH:25][C:20]([O:19][C:17](=[O:18])[CH2:16][C:11]2[CH:12]=[CH:13][CH:14]=[CH:15][C:10]=2[NH:9][C:3]2[C:2]([Cl:1])=[CH:7][CH:6]=[CH:5][C:4]=2[Cl:8])=[CH:21][CH:22]=1)(=[S:38])[NH2:27]. (2) Given the reactants [CH3:1][N:2]1[CH2:6][CH2:5][C@@H:4]([NH:7][C:8](=[O:47])[C@H:9]([CH:44]([CH3:46])[CH3:45])[CH2:10][C@H:11]([O:36][Si](C(C)(C)C)(C)C)[C@@H:12]([N:33]=[N+:34]=[N-:35])[CH2:13][C@H:14]([CH2:18][C:19]2[CH:24]=[CH:23][C:22]([O:25][CH3:26])=[C:21]([O:27][CH2:28][CH2:29][CH2:30][O:31][CH3:32])[CH:20]=2)[CH:15]([CH3:17])[CH3:16])[CH2:3]1.CCCC[N+](CCCC)(CCCC)CCCC.[F-].O, predict the reaction product. The product is: [CH3:1][N:2]1[CH2:6][CH2:5][C@@H:4]([NH:7][C:8](=[O:47])[C@H:9]([CH:44]([CH3:46])[CH3:45])[CH2:10][C@H:11]([OH:36])[C@@H:12]([N:33]=[N+:34]=[N-:35])[CH2:13][C@H:14]([CH2:18][C:19]2[CH:24]=[CH:23][C:22]([O:25][CH3:26])=[C:21]([O:27][CH2:28][CH2:29][CH2:30][O:31][CH3:32])[CH:20]=2)[CH:15]([CH3:17])[CH3:16])[CH2:3]1. (3) The product is: [C:13]([N:16]1[C:25]2[C:20](=[CH:21][C:22]([C:3]3[CH:11]=[CH:10][C:6]([C:7]([OH:9])=[O:8])=[CH:5][CH:4]=3)=[CH:23][CH:24]=2)[C@H:19]([NH:27][C:28]2[CH:33]=[CH:32][CH:31]=[CH:30][CH:29]=2)[CH2:18][C@@H:17]1[CH2:34][CH3:35])(=[O:15])[CH3:14]. Given the reactants OB(O)[C:3]1[CH:11]=[CH:10][C:6]([C:7]([OH:9])=[O:8])=[CH:5][CH:4]=1.[C:13]([N:16]1[C:25]2[C:20](=[CH:21][C:22](Br)=[CH:23][CH:24]=2)[C@H:19]([NH:27][C:28]2[CH:33]=[CH:32][CH:31]=[CH:30][CH:29]=2)[CH2:18][C@@H:17]1[CH2:34][CH3:35])(=[O:15])[CH3:14].C(=O)([O-])[O-].[K+].[K+], predict the reaction product. (4) Given the reactants [OH:1][C:2]([CH:27]1[CH2:32][CH2:31][C:30]([CH3:37])([C:33]([O:35]C)=[O:34])[CH2:29][CH2:28]1)([C:4]1[S:5][C:6]([C:9]2[CH:14]=[C:13]([NH:15][C:16]3[N:21]=[C:20]([C:22]([F:25])([F:24])[F:23])[CH:19]=[CH:18][N:17]=3)[CH:12]=[C:11]([CH3:26])[CH:10]=2)=[CH:7][N:8]=1)[CH3:3].[OH-].[Na+].Cl, predict the reaction product. The product is: [OH:1][C:2]([CH:27]1[CH2:32][CH2:31][C:30]([CH3:37])([C:33]([OH:35])=[O:34])[CH2:29][CH2:28]1)([C:4]1[S:5][C:6]([C:9]2[CH:14]=[C:13]([NH:15][C:16]3[N:21]=[C:20]([C:22]([F:23])([F:25])[F:24])[CH:19]=[CH:18][N:17]=3)[CH:12]=[C:11]([CH3:26])[CH:10]=2)=[CH:7][N:8]=1)[CH3:3]. (5) Given the reactants [Br:1][C:2]1[CH:3]=[C:4]2[C:9](=[CH:10][CH:11]=1)[N:8]=[CH:7][C:6]([N+:12]([O-])=O)=[C:5]2[CH:15](SC1C=CC=CC=1)[C:16]1[CH:21]=[CH:20][C:19]([C:22]([CH3:26])([CH3:25])[C:23]#[N:24])=[CH:18][CH:17]=1, predict the reaction product. The product is: [NH2:12][C:6]1[CH:7]=[N:8][C:9]2[C:4]([C:5]=1[CH2:15][C:16]1[CH:17]=[CH:18][C:19]([C:22]([CH3:25])([CH3:26])[C:23]#[N:24])=[CH:20][CH:21]=1)=[CH:3][C:2]([Br:1])=[CH:11][CH:10]=2.